From a dataset of Forward reaction prediction with 1.9M reactions from USPTO patents (1976-2016). Predict the product of the given reaction. (1) Given the reactants CC1(C)C(C)(C)OB([C:9]2[CH:18]=[CH:17][CH:16]=[C:15]3[C:10]=2[CH2:11][CH2:12][CH2:13][C@H:14]3[NH:19][C:20](=[O:26])[O:21][C:22]([CH3:25])([CH3:24])[CH3:23])O1.Br[C:29]1[S:33][C:32]([C:34]2[CH:35]=[CH:36][C:37]([F:42])=[C:38]([CH:41]=2)[C:39]#[N:40])=[N:31][N:30]=1.C([O-])([O-])=O.[K+].[K+], predict the reaction product. The product is: [C:39]([C:38]1[CH:41]=[C:34]([C:32]2[S:33][C:29]([C:9]3[CH:18]=[CH:17][CH:16]=[C:15]4[C:10]=3[CH2:11][CH2:12][CH2:13][C@H:14]4[NH:19][C:20](=[O:26])[O:21][C:22]([CH3:23])([CH3:24])[CH3:25])=[N:30][N:31]=2)[CH:35]=[CH:36][C:37]=1[F:42])#[N:40]. (2) Given the reactants [Cl:1][C:2]1[C:7]([C:8]([O:10]CC)=[O:9])=[CH:6][N:5]=[C:4]2[S:13][CH:14]=[CH:15][C:3]=12.[OH-].[Na+].Cl, predict the reaction product. The product is: [Cl:1][C:2]1[C:7]([C:8]([OH:10])=[O:9])=[CH:6][N:5]=[C:4]2[S:13][CH:14]=[CH:15][C:3]=12. (3) Given the reactants [C:1]([C:5]1[CH:10]=[CH:9][C:8]([NH:11][C:12](=[O:24])[C:13]2[CH:18]=[CH:17][C:16]([C:19]3[NH:20][CH:21]=[CH:22][N:23]=3)=[CH:15][CH:14]=2)=[CH:7][CH:6]=1)([CH3:4])([CH3:3])[CH3:2].C(N(CC)CC)C.[CH3:32][S:33](Cl)(=[O:35])=[O:34], predict the reaction product. The product is: [C:1]([C:5]1[CH:10]=[CH:9][C:8]([NH:11][C:12](=[O:24])[C:13]2[CH:18]=[CH:17][C:16]([C:19]3[N:20]([S:33]([CH3:32])(=[O:35])=[O:34])[CH:21]=[CH:22][N:23]=3)=[CH:15][CH:14]=2)=[CH:7][CH:6]=1)([CH3:4])([CH3:2])[CH3:3]. (4) Given the reactants Cl[CH2:2][C@@H:3]([CH3:13])[CH2:4][O:5][C:6]1[CH:11]=[CH:10][CH:9]=[C:8]([F:12])[CH:7]=1.[CH3:14][CH:15]([CH3:31])[C:16]([NH:18][C:19]1[CH:24]=[CH:23][CH:22]=[C:21]([CH:25]2[CH2:30][CH2:29][NH:28][CH2:27][CH2:26]2)[CH:20]=1)=[O:17], predict the reaction product. The product is: [F:12][C:8]1[CH:7]=[C:6]([CH:11]=[CH:10][CH:9]=1)[O:5][CH2:4][C@H:3]([CH3:13])[CH2:2][N:28]1[CH2:29][CH2:30][CH:25]([C:21]2[CH:20]=[C:19]([NH:18][C:16](=[O:17])[CH:15]([CH3:14])[CH3:31])[CH:24]=[CH:23][CH:22]=2)[CH2:26][CH2:27]1. (5) Given the reactants C1(C)C=CC(S([CH2:10][N+:11]#[C-:12])(=O)=O)=CC=1.[C:14]([O:20][CH3:21])(=[O:19])[CH:15]=[CH:16][CH2:17][CH3:18].CC(C)([O-])C.[K+], predict the reaction product. The product is: [CH2:17]([C:16]1[C:15]([C:14]([O:20][CH3:21])=[O:19])=[CH:10][NH:11][CH:12]=1)[CH3:18]. (6) Given the reactants [F:1][C:2]1[C:20]([N+:21]([O-])=O)=[CH:19][CH:18]=[CH:17][C:3]=1[C:4]([N:6]1[CH2:10][CH2:9][CH2:8][C@H:7]1[C:11]([O:13][CH:14]([CH3:16])[CH3:15])=[O:12])=[O:5], predict the reaction product. The product is: [NH2:21][C:20]1[C:2]([F:1])=[C:3]([CH:17]=[CH:18][CH:19]=1)[C:4]([N:6]1[CH2:10][CH2:9][CH2:8][C@H:7]1[C:11]([O:13][CH:14]([CH3:15])[CH3:16])=[O:12])=[O:5].